From a dataset of Reaction yield outcomes from USPTO patents with 853,638 reactions. Predict the reaction yield, written as a fraction of the theoretical maximum amount of product (1.0 means a 100% yield; for example, 0.34 means a 34% yield). (1) The reactants are [NH2:1][C:2]1[CH:3]=[C:4]([CH:26]=[CH:27][CH:28]=1)[O:5][C:6]1[N:11]=[CH:10][N:9]=[C:8]([NH2:12])[C:7]=1[C:13]1[CH:18]=[CH:17][C:16]([O:19][C:20]2[CH:25]=[CH:24][CH:23]=[CH:22][CH:21]=2)=[CH:15][CH:14]=1.Cl.[CH3:30][N:31]([CH3:38])[CH2:32]/[CH:33]=[CH:34]/[C:35](O)=[O:36]. No catalyst specified. The product is [NH2:12][C:8]1[N:9]=[CH:10][N:11]=[C:6]([O:5][C:4]2[CH:3]=[C:2]([NH:1][C:35](=[O:36])/[CH:34]=[CH:33]/[CH2:32][N:31]([CH3:38])[CH3:30])[CH:28]=[CH:27][CH:26]=2)[C:7]=1[C:13]1[CH:14]=[CH:15][C:16]([O:19][C:20]2[CH:25]=[CH:24][CH:23]=[CH:22][CH:21]=2)=[CH:17][CH:18]=1. The yield is 0.220. (2) The reactants are [Br:1][C:2]1[CH:7]=[CH:6][C:5]([C:8](=[CH2:13])[C:9]([O:11][CH3:12])=[O:10])=[C:4]([N+:14]([O-:16])=[O:15])[CH:3]=1.C=O.[NH:19]([CH2:21][C:22](O)=O)[CH3:20]. The catalyst is C1(C)C=CC=CC=1. The product is [Br:1][C:2]1[CH:7]=[CH:6][C:5]([C:8]2([C:9]([O:11][CH3:12])=[O:10])[CH2:22][CH2:21][N:19]([CH3:20])[CH2:13]2)=[C:4]([N+:14]([O-:16])=[O:15])[CH:3]=1. The yield is 0.720. (3) The reactants are [CH3:1][S:2][C:3]1[CH:9]=[CH:8][C:6]([NH2:7])=[CH:5][CH:4]=1.[CH2:10]([O:17][C:18](=[O:23])[CH2:19][C:20](O)=[O:21])[C:11]1[CH:16]=[CH:15][CH:14]=[CH:13][CH:12]=1.C(Cl)CCl. The catalyst is CN(C1C=CN=CC=1)C.CN(C=O)C.O. The product is [CH3:1][S:2][C:3]1[CH:9]=[CH:8][C:6]([NH:7][C:20](=[O:21])[CH2:19][C:18]([O:17][CH2:10][C:11]2[CH:12]=[CH:13][CH:14]=[CH:15][CH:16]=2)=[O:23])=[CH:5][CH:4]=1. The yield is 0.459. (4) The reactants are [C:1](Cl)(=[O:4])[CH:2]=[CH2:3].CN(C)CC[C:10]1[C:15]([NH:16][C:17]2[N:22]=[C:21]([C:23]3[C:31]4[C:26](=[CH:27][CH:28]=[CH:29][CH:30]=4)[N:25]([CH3:32])[CH:24]=3)[C:20]([CH3:33])=[CH:19][N:18]=2)=[C:14]([O:34][CH3:35])[CH:13]=[C:12]([NH:36][CH3:37])[C:11]=1[NH2:38].[CH3:40][CH2:41][N:42]([CH:46](C)C)[CH:43](C)C. The catalyst is C1COCC1.O. The product is [CH3:43][N:42]([CH3:46])[CH2:41][CH2:40][N:36]([CH3:37])[C:12]1[CH:13]=[C:14]([O:34][CH3:35])[C:15]([NH:16][C:17]2[N:22]=[C:21]([C:23]3[C:31]4[C:26](=[CH:27][CH:28]=[CH:29][CH:30]=4)[N:25]([CH3:32])[CH:24]=3)[C:20]([CH3:33])=[CH:19][N:18]=2)=[CH:10][C:11]=1[NH:38][C:1](=[O:4])[CH:2]=[CH2:3]. The yield is 0.570. (5) The reactants are [CH:1]1([Mg]Br)[CH2:3][CH2:2]1.Br[C:7]1[CH:12]=[CH:11][C:10]([CH2:13][C:14]#[N:15])=[CH:9][CH:8]=1. The catalyst is C1COCC1.[Cl-].[Zn+2].[Cl-]. The product is [CH:1]1([C:7]2[CH:12]=[CH:11][C:10]([CH2:13][C:14]#[N:15])=[CH:9][CH:8]=2)[CH2:3][CH2:2]1. The yield is 0.660. (6) The reactants are Br[C:2]1[CH:11]=[C:10]2[C:5]([CH:6]=[CH:7][CH:8]=[N:9]2)=[C:4]([O:12][C@@H:13]([C@H:15]2[CH2:19][NH:18][C:17](=[O:20])[CH2:16]2)[CH3:14])[CH:3]=1.C(=O)([O-])[O-].[Na+].[Na+]. The catalyst is [Pd].C1(P(C2C=CC=CC=2)C2C=CC=CC=2)C=CC=CC=1.C1(P(C2C=CC=CC=2)C2C=CC=CC=2)C=CC=CC=1.C1(P(C2C=CC=CC=2)C2C=CC=CC=2)C=CC=CC=1.C1(P(C2C=CC=CC=2)C2C=CC=CC=2)C=CC=CC=1.O1CCOCC1. The product is [N:9]1[C:10]2[C:5](=[CH:4][C:3]([C:2]3[CH:11]=[C:10]4[C:5]([CH:6]=[CH:7][CH:8]=[N:9]4)=[C:4]([O:12][C@@H:13]([C@H:15]4[CH2:19][NH:18][C:17](=[O:20])[CH2:16]4)[CH3:14])[CH:3]=3)=[CH:2][CH:11]=2)[CH:6]=[CH:7][CH:8]=1. The yield is 0.750. (7) The reactants are C(OC([N:8]1[CH2:13][CH2:12][N:11]([CH2:14][C:15]#[CH:16])[CH2:10][CH2:9]1)=O)(C)(C)C.C(O)(C(F)(F)F)=O. No catalyst specified. The product is [CH2:14]([N:11]1[CH2:12][CH2:13][NH:8][CH2:9][CH2:10]1)[C:15]#[CH:16]. The yield is 1.00. (8) The reactants are [Br:1][C:2]1[CH:3]=[CH:4][C:5]([CH3:8])=[N:6][CH:7]=1.[Br:9]N1C(=O)CCC1=O. The catalyst is C(Cl)(Cl)(Cl)Cl.N(C(C)(C)C#N)=NC(C)(C)C#N. The product is [Br:1][C:2]1[CH:3]=[CH:4][C:5]([CH2:8][Br:9])=[N:6][CH:7]=1. The yield is 0.510. (9) The reactants are [Cl:1][C:2]1[CH:3]=[C:4]([N:9]2[C@H:16]3[C@H:11]([CH2:12][CH2:13][NH:14][CH2:15]3)[CH2:10]2)[CH:5]=[N:6][C:7]=1[Cl:8].O.[CH3:18][C:19]1[CH:24]=[CH:23][C:22]([S:25]([OH:28])(=[O:27])=[O:26])=[CH:21][CH:20]=1. No catalyst specified. The product is [CH3:18][C:19]1[CH:20]=[CH:21][C:22]([S:25]([OH:28])(=[O:27])=[O:26])=[CH:23][CH:24]=1.[Cl:1][C:2]1[CH:3]=[C:4]([N:9]2[C@H:16]3[C@H:11]([CH2:12][CH2:13][NH:14][CH2:15]3)[CH2:10]2)[CH:5]=[N:6][C:7]=1[Cl:8]. The yield is 0.770. (10) The reactants are I[C:2]1[CH:7]=[CH:6][N:5]=[C:4]([N:8]2[C:16]3[CH2:15][CH2:14][C:13]([CH3:18])([CH3:17])[CH2:12][C:11]=3[C:10]([C:19]([NH2:21])=[O:20])=[N:9]2)[CH:3]=1.[C:22]([C@:24]1([OH:31])[CH2:28][CH2:27][N:26]([CH3:29])[C:25]1=[O:30])#[CH:23]. No catalyst specified. The product is [OH:31][C@@:24]1([C:22]#[C:23][C:2]2[CH:7]=[CH:6][N:5]=[C:4]([N:8]3[C:16]4[CH2:15][CH2:14][C:13]([CH3:18])([CH3:17])[CH2:12][C:11]=4[C:10]([C:19]([NH2:21])=[O:20])=[N:9]3)[CH:3]=2)[CH2:28][CH2:27][N:26]([CH3:29])[C:25]1=[O:30]. The yield is 0.660.